This data is from Reaction yield outcomes from USPTO patents with 853,638 reactions. The task is: Predict the reaction yield, written as a fraction of the theoretical maximum amount of product (1.0 means a 100% yield; for example, 0.34 means a 34% yield). (1) The reactants are Cl[C:2]1[S:3][C:4]2[C:9]([NH:10][C:11]([CH3:16])([CH2:14][OH:15])[CH2:12][OH:13])=[N:8][C:7]([S:17][CH2:18][C:19]3[CH:24]=[CH:23][CH:22]=[C:21]([F:25])[C:20]=3[F:26])=[N:6][C:5]=2[N:27]=1.[OH-:28].[K+].O.[CH3:31]O. No catalyst specified. The product is [F:26][C:20]1[C:21]([F:25])=[CH:22][CH:23]=[CH:24][C:19]=1[CH2:18][S:17][C:7]1[N:8]=[C:9]([NH:10][C:11]([CH3:16])([CH2:14][OH:15])[CH2:12][OH:13])[C:4]2[S:3][C:2]([O:28][CH3:31])=[N:27][C:5]=2[N:6]=1. The yield is 0.900. (2) The reactants are Cl.[CH2:2]([C:5]1[CH:10]=[CH:9][N:8]=[C:7]([C:11]([OH:13])=[O:12])[CH:6]=1)[CH2:3][CH3:4].[H][H].C([O-])(=O)C. The catalyst is C(O)(=O)C.[Pt](=O)=O. The product is [CH2:2]([CH:5]1[CH2:10][CH2:9][NH:8][CH:7]([C:11]([OH:13])=[O:12])[CH2:6]1)[CH2:3][CH3:4]. The yield is 0.900.